From a dataset of NCI-60 drug combinations with 297,098 pairs across 59 cell lines. Regression. Given two drug SMILES strings and cell line genomic features, predict the synergy score measuring deviation from expected non-interaction effect. (1) Drug 1: C1CCC(CC1)NC(=O)N(CCCl)N=O. Drug 2: C1=NC(=NC(=O)N1C2C(C(C(O2)CO)O)O)N. Cell line: SK-MEL-5. Synergy scores: CSS=6.07, Synergy_ZIP=0.144, Synergy_Bliss=6.57, Synergy_Loewe=-1.56, Synergy_HSA=1.24. (2) Drug 1: C1CC(C1)(C(=O)O)C(=O)O.[NH2-].[NH2-].[Pt+2]. Drug 2: CCN(CC)CCCC(C)NC1=C2C=C(C=CC2=NC3=C1C=CC(=C3)Cl)OC. Cell line: 786-0. Synergy scores: CSS=21.3, Synergy_ZIP=-8.96, Synergy_Bliss=-0.298, Synergy_Loewe=-17.8, Synergy_HSA=-2.60.